From a dataset of Catalyst prediction with 721,799 reactions and 888 catalyst types from USPTO. Predict which catalyst facilitates the given reaction. Reactant: [OH-].[Na+].[C:3]([O:7][C@@H:8]([C:15]1[C:16]([CH3:48])=[N:17][C:18]([CH3:47])=[C:19]([C:31]2[CH:36]=[CH:35][C:34]([O:37][CH2:38][CH2:39][C:40]3[CH:45]=[CH:44][C:43]([F:46])=[CH:42][CH:41]=3)=[CH:33][CH:32]=2)[C:20]=1[N:21]1[CH2:26][CH2:25][CH:24]([C:27]([F:30])([F:29])[F:28])[CH2:23][CH2:22]1)[C:9]([O:11]C(C)C)=[O:10])([CH3:6])([CH3:5])[CH3:4].Cl. Product: [C:3]([O:7][C@@H:8]([C:15]1[C:16]([CH3:48])=[N:17][C:18]([CH3:47])=[C:19]([C:31]2[CH:32]=[CH:33][C:34]([O:37][CH2:38][CH2:39][C:40]3[CH:41]=[CH:42][C:43]([F:46])=[CH:44][CH:45]=3)=[CH:35][CH:36]=2)[C:20]=1[N:21]1[CH2:22][CH2:23][CH:24]([C:27]([F:30])([F:29])[F:28])[CH2:25][CH2:26]1)[C:9]([OH:11])=[O:10])([CH3:6])([CH3:5])[CH3:4]. The catalyst class is: 8.